Dataset: Full USPTO retrosynthesis dataset with 1.9M reactions from patents (1976-2016). Task: Predict the reactants needed to synthesize the given product. (1) Given the product [CH:25]1([C:22]2[CH:23]=[CH:24][C:19]3[C:32]([NH:1][C:2]4[CH:15]=[C:14]([CH3:16])[CH:13]=[CH:12][C:3]=4[O:4][C:5]4[CH:6]=[CH:7][C:8]([OH:11])=[CH:9][CH:10]=4)=[N:30][CH:29]=[N:28][C:20]=3[N:21]=2)[CH2:26][CH2:27]1, predict the reactants needed to synthesize it. The reactants are: [NH2:1][C:2]1[CH:15]=[C:14]([CH3:16])[CH:13]=[CH:12][C:3]=1[O:4][C:5]1[CH:10]=[CH:9][C:8]([OH:11])=[CH:7][CH:6]=1.C([C:19]1[C:20]([N:28]=[CH:29][N:30]([CH3:32])C)=[N:21][C:22]([CH:25]2[CH2:27][CH2:26]2)=[CH:23][CH:24]=1)#N.NC1C=C(C)C=CC=1SC1C=CC(O)=CC=1.C(C1C(N=CN(C)C)=NC(C)=CC=1)#N. (2) Given the product [CH3:26][C:23]1([CH3:27])[C:24](=[O:25])[N:20]([C:17]2[CH:16]=[CH:15][C:14]([O:1][C:2]3[CH:9]=[CH:8][C:5]([C:6]#[N:7])=[C:4]([CH:10]([CH3:12])[CH3:11])[CH:3]=3)=[N:19][CH:18]=2)[C:21](=[O:28])[NH:22]1, predict the reactants needed to synthesize it. The reactants are: [OH:1][C:2]1[CH:9]=[CH:8][C:5]([C:6]#[N:7])=[C:4]([CH:10]([CH3:12])[CH3:11])[CH:3]=1.F[C:14]1[N:19]=[CH:18][C:17]([N:20]2[C:24](=[O:25])[C:23]([CH3:27])([CH3:26])[NH:22][C:21]2=[O:28])=[CH:16][CH:15]=1.C(=O)([O-])[O-].[K+].[K+].C(OCC)C. (3) The reactants are: [CH3:1][C:2]1[CH:10]=[CH:9][C:8]2[N:7]([CH2:11][CH2:12][C:13]3[CH:14]=[N:15][C:16]([CH3:19])=[CH:17][CH:18]=3)[C:6]3[CH2:20][CH2:21][N:22](C(OCC(Cl)(Cl)Cl)=O)[CH2:23][C:5]=3[C:4]=2[CH:3]=1.N. Given the product [CH3:1][C:2]1[CH:10]=[CH:9][C:8]2[N:7]([CH2:11][CH2:12][C:13]3[CH:14]=[N:15][C:16]([CH3:19])=[CH:17][CH:18]=3)[C:6]3[CH2:20][CH2:21][NH:22][CH2:23][C:5]=3[C:4]=2[CH:3]=1, predict the reactants needed to synthesize it. (4) Given the product [CH:5]1[C:6]2[NH:7][C:8]3[C:13](=[CH:12][CH:11]=[CH:10][CH:9]=3)[C:14]=2[C:2]([O:1][S:27]([C:26]([F:39])([F:38])[F:25])(=[O:29])=[O:28])=[CH:3][CH:4]=1, predict the reactants needed to synthesize it. The reactants are: [OH:1][C:2]1[C:14]2[C:13]3[C:8](=[CH:9][CH:10]=[CH:11][CH:12]=3)[NH:7][C:6]=2[CH:5]=[CH:4][CH:3]=1.ClCCl.C(NC(C)C)(C)C.[F:25][C:26]([F:39])([F:38])[S:27](O[S:27]([C:26]([F:39])([F:38])[F:25])(=[O:29])=[O:28])(=[O:29])=[O:28].